From a dataset of NCI-60 drug combinations with 297,098 pairs across 59 cell lines. Regression. Given two drug SMILES strings and cell line genomic features, predict the synergy score measuring deviation from expected non-interaction effect. (1) Drug 1: CC1=CC2C(CCC3(C2CCC3(C(=O)C)OC(=O)C)C)C4(C1=CC(=O)CC4)C. Drug 2: CC1C(C(CC(O1)OC2CC(OC(C2O)C)OC3=CC4=CC5=C(C(=O)C(C(C5)C(C(=O)C(C(C)O)O)OC)OC6CC(C(C(O6)C)O)OC7CC(C(C(O7)C)O)OC8CC(C(C(O8)C)O)(C)O)C(=C4C(=C3C)O)O)O)O. Cell line: CAKI-1. Synergy scores: CSS=25.2, Synergy_ZIP=10.3, Synergy_Bliss=18.9, Synergy_Loewe=16.9, Synergy_HSA=15.2. (2) Drug 1: CS(=O)(=O)CCNCC1=CC=C(O1)C2=CC3=C(C=C2)N=CN=C3NC4=CC(=C(C=C4)OCC5=CC(=CC=C5)F)Cl. Drug 2: CC1C(C(CC(O1)OC2CC(CC3=C2C(=C4C(=C3O)C(=O)C5=CC=CC=C5C4=O)O)(C(=O)C)O)N)O. Cell line: HS 578T. Synergy scores: CSS=51.9, Synergy_ZIP=7.39, Synergy_Bliss=8.04, Synergy_Loewe=-26.0, Synergy_HSA=8.88.